This data is from Forward reaction prediction with 1.9M reactions from USPTO patents (1976-2016). The task is: Predict the product of the given reaction. (1) Given the reactants C1(P(C2C=CC=CC=2)C2C=CC=CC=2)C=CC=CC=1.[C:20]([C:22]1[S:26][C:25](B(O)O)=[CH:24][CH:23]=1)#[N:21].Br[C:31]1[CH:36]=[CH:35][C:34]([C:37]2[O:38][C:39]([CH3:50])=[C:40]([CH2:42][CH2:43][N:44]3[CH2:48][CH2:47][CH2:46][C@H:45]3[CH3:49])[N:41]=2)=[CH:33][CH:32]=1.C(=O)([O-])[O-].[K+].[K+], predict the reaction product. The product is: [CH3:50][C:39]1[O:38][C:37]([C:34]2[CH:35]=[CH:36][C:31]([C:25]3[S:26][C:22]([C:20]#[N:21])=[CH:23][CH:24]=3)=[CH:32][CH:33]=2)=[N:41][C:40]=1[CH2:42][CH2:43][N:44]1[CH2:48][CH2:47][CH2:46][C@H:45]1[CH3:49]. (2) Given the reactants C([C:3]([C:9]([F:12])([F:11])[F:10])=[C:4]([CH3:8])[C:5]([OH:7])=[O:6])C, predict the reaction product. The product is: [F:10][C:9]([F:12])([F:11])[CH:3]=[C:4]([CH3:8])[C:5]([OH:7])=[O:6]. (3) The product is: [Cl:30][C:27]1[CH:28]=[CH:29][C:24]([C:9]2[CH2:10][CH2:11][N:12]([C:15]([O:17][C:18]([CH3:19])([CH3:20])[CH3:21])=[O:16])[CH2:13][CH:14]=2)=[C:25]([C@H:31]([OH:33])[CH3:32])[CH:26]=1. Given the reactants CC1(C)C(C)(C)OB([C:9]2[CH2:10][CH2:11][N:12]([C:15]([O:17][C:18]([CH3:21])([CH3:20])[CH3:19])=[O:16])[CH2:13][CH:14]=2)O1.Br[C:24]1[CH:29]=[CH:28][C:27]([Cl:30])=[CH:26][C:25]=1[C@H:31]([OH:33])[CH3:32].[O-]P([O-])([O-])=O.[K+].[K+].[K+], predict the reaction product. (4) Given the reactants [NH2:1][C:2]1[CH:3]=[C:4]([C:8]2[N:13]3[N:14]=[CH:15][C:16]([C:17]([C:19]4[S:20][CH:21]=[CH:22][CH:23]=4)=[O:18])=[C:12]3[N:11]=[CH:10][CH:9]=2)[CH:5]=[CH:6][CH:7]=1.[CH:24](=O)[CH2:25][CH3:26], predict the reaction product. The product is: [CH2:24]([NH:1][C:2]1[CH:3]=[C:4]([C:8]2[N:13]3[N:14]=[CH:15][C:16]([C:17]([C:19]4[S:20][CH:21]=[CH:22][CH:23]=4)=[O:18])=[C:12]3[N:11]=[CH:10][CH:9]=2)[CH:5]=[CH:6][CH:7]=1)[CH2:25][CH3:26]. (5) Given the reactants [CH2:1]1[C:9]2[C:4](=[CH:5][C:6]([C:10]3([C:13]([OH:15])=O)[CH2:12][CH2:11]3)=[CH:7][CH:8]=2)[CH2:3][O:2]1.S(Cl)(Cl)=O.[CH3:20][O:21][C:22]1[N:27]=[CH:26][C:25]([C:28]2[C:33]([CH3:34])=[CH:32][CH:31]=[C:30]([NH2:35])[N:29]=2)=[CH:24][C:23]=1[CH3:36].CCN(CC)CC, predict the reaction product. The product is: [CH2:1]1[C:9]2[C:4](=[CH:5][C:6]([C:10]3([C:13]([NH:35][C:30]4[N:29]=[C:28]([C:25]5[CH:26]=[N:27][C:22]([O:21][CH3:20])=[C:23]([CH3:36])[CH:24]=5)[C:33]([CH3:34])=[CH:32][CH:31]=4)=[O:15])[CH2:11][CH2:12]3)=[CH:7][CH:8]=2)[CH2:3][O:2]1. (6) Given the reactants [Cl:1][C:2]1[CH:11]=[C:10]([Cl:12])[C:9](B2OC(C)(C)C(C)(C)O2)=[CH:8][C:3]=1[C:4]([O:6][CH3:7])=[O:5].Br[C:23]1[CH:28]=[CH:27][CH:26]=[CH:25][N:24]=1.C(=O)([O-])[O-].[K+].[K+], predict the reaction product. The product is: [Cl:1][C:2]1[CH:11]=[C:10]([Cl:12])[C:9]([C:23]2[CH:28]=[CH:27][CH:26]=[CH:25][N:24]=2)=[CH:8][C:3]=1[C:4]([O:6][CH3:7])=[O:5].